This data is from Peptide-MHC class I binding affinity with 185,985 pairs from IEDB/IMGT. The task is: Regression. Given a peptide amino acid sequence and an MHC pseudo amino acid sequence, predict their binding affinity value. This is MHC class I binding data. (1) The peptide sequence is TEWPQLKVA. The MHC is HLA-A02:11 with pseudo-sequence HLA-A02:11. The binding affinity (normalized) is 0.0847. (2) The peptide sequence is RPVPHWPKY. The MHC is HLA-B07:02 with pseudo-sequence HLA-B07:02. The binding affinity (normalized) is 0.655. (3) The peptide sequence is KVYWAGIEF. The MHC is HLA-A26:01 with pseudo-sequence HLA-A26:01. The binding affinity (normalized) is 0.0847. (4) The peptide sequence is IPQSLDSYWTSL. The MHC is HLA-A30:02 with pseudo-sequence HLA-A30:02. The binding affinity (normalized) is 0. (5) The peptide sequence is TPVYKLDIS. The MHC is HLA-A02:01 with pseudo-sequence HLA-A02:01. The binding affinity (normalized) is 0.